This data is from Full USPTO retrosynthesis dataset with 1.9M reactions from patents (1976-2016). The task is: Predict the reactants needed to synthesize the given product. Given the product [CH2:1]([NH:8][C:9](=[O:12])[CH:10]([NH:23][S:20]([C:17]1[CH:18]=[CH:19][C:14]([CH3:13])=[CH:15][CH:16]=1)(=[O:21])=[O:22])[NH:23][S:20]([C:17]1[CH:16]=[CH:15][C:14]([CH3:13])=[CH:19][CH:18]=1)(=[O:22])=[O:21])[C:2]1[CH:7]=[CH:6][CH:5]=[CH:4][CH:3]=1, predict the reactants needed to synthesize it. The reactants are: [CH2:1]([NH:8][C:9](=[O:12])[CH:10]=O)[C:2]1[CH:7]=[CH:6][CH:5]=[CH:4][CH:3]=1.[CH3:13][C:14]1[CH:15]=[CH:16][C:17]([S:20]([NH2:23])(=[O:22])=[O:21])=[CH:18][CH:19]=1.